Dataset: Full USPTO retrosynthesis dataset with 1.9M reactions from patents (1976-2016). Task: Predict the reactants needed to synthesize the given product. Given the product [OH:61][C:62]([CH3:85])([CH3:84])[CH2:63][CH2:64][N:65]1[CH2:73][C:72]2[C:67](=[CH:68][CH:69]=[C:70]([C:38]3[CH:43]=[CH:42][N:41]=[C:40]4[NH:44][C:45]([C:47]5[CH:52]=[CH:51][C:50]([C:53]([N:55]6[CH2:60][CH2:59][O:58][CH2:57][CH2:56]6)=[O:54])=[CH:49][CH:48]=5)=[N:46][C:39]=34)[CH:71]=2)[C:66]1=[O:83], predict the reactants needed to synthesize it. The reactants are: CN1C=C(C2NC3=NC=CC(C4C=CC(C5(NC(C6OC(C(C)(C)C)=NN=6)=O)CC5)=CC=4)=C3N=2)C=N1.Br[C:38]1[CH:43]=[CH:42][N:41]=[C:40]2[NH:44][C:45]([C:47]3[CH:52]=[CH:51][C:50]([C:53]([N:55]4[CH2:60][CH2:59][O:58][CH2:57][CH2:56]4)=[O:54])=[CH:49][CH:48]=3)=[N:46][C:39]=12.[OH:61][C:62]([CH3:85])([CH3:84])[CH2:63][CH2:64][N:65]1[CH2:73][C:72]2[C:67](=[CH:68][CH:69]=[C:70](B3OC(C)(C)C(C)(C)O3)[CH:71]=2)[C:66]1=[O:83].P([O-])([O-])([O-])=O.[K+].[K+].[K+].C([O-])(=O)C.[Na+].C(#N)C.